Dataset: Catalyst prediction with 721,799 reactions and 888 catalyst types from USPTO. Task: Predict which catalyst facilitates the given reaction. Reactant: [F:1][C:2]1[CH:3]=[C:4]([C:8]2[CH:9]=[CH:10][C:11]3[N:12]([CH:14]=[N:15][N:16]=3)[CH:13]=2)[CH:5]=[CH:6][CH:7]=1.[Br:17]N1C(=O)CCC1=O. Product: [Br:17][C:14]1[N:12]2[CH:13]=[C:8]([C:4]3[CH:5]=[CH:6][CH:7]=[C:2]([F:1])[CH:3]=3)[CH:9]=[CH:10][C:11]2=[N:16][N:15]=1. The catalyst class is: 22.